Dataset: Full USPTO retrosynthesis dataset with 1.9M reactions from patents (1976-2016). Task: Predict the reactants needed to synthesize the given product. (1) The reactants are: [C:1]1(/[CH:7]=[CH:8]/[CH2:9][CH2:10][CH2:11][C:12]#[C:13][C:14]([O:16][CH3:17])=[O:15])[CH:6]=[CH:5][CH:4]=[CH:3][CH:2]=1. Given the product [CH2:9]1[C:8]2=[CH:7][C:1]3[C:6]([C:13]([C:14]([O:16][CH3:17])=[O:15])=[C:12]2[CH2:11][CH2:10]1)=[CH:5][CH:4]=[CH:3][CH:2]=3, predict the reactants needed to synthesize it. (2) Given the product [CH3:1][C:2]1[CH:7]=[C:6]([CH3:8])[N:5]=[C:4]([NH:9][C:11]2[C:20]3[NH:21][N:22]=[CH:23][C:19]=3[C:18]3[CH:17]=[CH:16][CH:15]=[CH:14][C:13]=3[N:12]=2)[CH:3]=1, predict the reactants needed to synthesize it. The reactants are: [CH3:1][C:2]1[CH:7]=[C:6]([CH3:8])[N:5]=[C:4]([NH2:9])[CH:3]=1.Cl[C:11]1[C:20]2=[N:21][N:22](CC3C=CC(OC)=CC=3)[CH:23]=[C:19]2[C:18]2[CH:17]=[CH:16][CH:15]=[CH:14][C:13]=2[N:12]=1. (3) Given the product [CH3:1][O:2][C:3]1[CH:4]=[C:5]2[C:10](=[CH:11][CH:12]=1)[CH:9]=[C:8]([C:24]1([OH:27])[CH2:23][CH2:22][CH:21]([C:20]([F:28])([F:29])[F:19])[CH2:26][CH2:25]1)[CH:7]=[CH:6]2, predict the reactants needed to synthesize it. The reactants are: [CH3:1][O:2][C:3]1[CH:12]=[CH:11][C:10]2[C:5](=[CH:6][CH:7]=[C:8](Br)[CH:9]=2)[CH:4]=1.[Li]CCCC.[F:19][C:20]([F:29])([F:28])[CH:21]1[CH2:26][CH2:25][C:24](=[O:27])[CH2:23][CH2:22]1. (4) Given the product [CH3:18][O:19][C:20]1[CH:21]=[C:22]([CH:23]=[CH:24][C:25]=1[O:26][CH3:27])[CH2:28][C:29]1[N:12]=[C:13]([CH2:14][NH2:17])[NH:32][N:31]=1, predict the reactants needed to synthesize it. The reactants are: I.C(OC([NH:12][CH2:13][C:14](=[NH:17])SC)=O)C1C=CC=CC=1.[CH3:18][O:19][C:20]1[CH:21]=[C:22]([CH2:28][C:29]([NH:31][NH2:32])=O)[CH:23]=[CH:24][C:25]=1[O:26][CH3:27].C1(OC2C=CC=CC=2)C=CC=CC=1.CCCCCC. (5) Given the product [CH3:1][N:2]1[CH2:14][CH2:13][C:5]2[N:6](/[CH:32]=[C:33](/[C:35]3[CH:40]=[N:39][C:38]([CH3:41])=[CH:37][CH:36]=3)\[CH3:34])[C:7]3[CH:8]=[CH:9][CH:10]=[CH:11][C:12]=3[C:4]=2[CH2:3]1, predict the reactants needed to synthesize it. The reactants are: [CH3:1][N:2]1[CH2:14][CH2:13][C:5]2[NH:6][C:7]3[CH:8]=[CH:9][CH:10]=[CH:11][C:12]=3[C:4]=2[CH2:3]1.N1CCC[C@H]1C(O)=O.P([O-])([O-])([O-])=O.[K+].[K+].[K+].Br[CH:32]=[C:33]([C:35]1[CH:36]=[CH:37][C:38]([CH3:41])=[N:39][CH:40]=1)[CH3:34]. (6) Given the product [CH3:11][C:2]1([NH:16][C:19](=[O:28])[O:45][CH2:38][C:39]2[CH:44]=[CH:43][CH:42]=[CH:41][CH:40]=2)[CH2:3][C:4]2[C:9](=[CH:8][CH:7]=[CH:6][CH:5]=2)[CH2:10]1, predict the reactants needed to synthesize it. The reactants are: C[C:2]1([C:11](O)=O)[CH2:10][C:9]2[C:4](=[CH:5][CH:6]=[CH:7][CH:8]=2)[CH2:3]1.C([N:16]([CH2:19]C)CC)C.C1(P(N=[N+]=[N-])(C2C=CC=CC=2)=[O:28])C=CC=CC=1.[CH2:38]([OH:45])[C:39]1[CH:44]=[CH:43][CH:42]=[CH:41][CH:40]=1. (7) Given the product [O:14]=[C:11]1[CH2:10][CH2:9][N:8]([C:6]([O:5][C:1]([CH3:2])([CH3:4])[CH3:3])=[O:7])[CH2:13][CH2:12][CH:17]1[C:18]([O:20][CH2:21][CH3:22])=[O:19], predict the reactants needed to synthesize it. The reactants are: [C:1]([O:5][C:6]([N:8]1[CH2:13][CH2:12][C:11](=[O:14])[CH2:10][CH2:9]1)=[O:7])([CH3:4])([CH3:3])[CH3:2].[N+](=[CH:17][C:18]([O:20][CH2:21][CH3:22])=[O:19])=[N-].B(F)(F)F. (8) Given the product [Br:8][C:4]1[CH:3]=[C:2]([N:9]2[CH2:14][CH2:13][S:12](=[O:16])(=[O:15])[CH2:11][CH2:10]2)[CH:7]=[CH:6][CH:5]=1, predict the reactants needed to synthesize it. The reactants are: Br[C:2]1[CH:7]=[CH:6][CH:5]=[C:4]([Br:8])[CH:3]=1.[NH:9]1[CH2:14][CH2:13][S:12](=[O:16])(=[O:15])[CH2:11][CH2:10]1.C1C=CC(P(C2C(C3C(P(C4C=CC=CC=4)C4C=CC=CC=4)=CC=C4C=3C=CC=C4)=C3C(C=CC=C3)=CC=2)C2C=CC=CC=2)=CC=1.CC([O-])(C)C.[Na+].